This data is from Tyrosyl-DNA phosphodiesterase HTS with 341,365 compounds. The task is: Binary Classification. Given a drug SMILES string, predict its activity (active/inactive) in a high-throughput screening assay against a specified biological target. (1) The compound is Fc1c(NC(=O)NNC(=O)c2cc3c(cc2O)cccc3)ccc(F)c1. The result is 0 (inactive). (2) The molecule is Clc1c(C(=O)NCCC(=O)N(Cc2sccc2)Cc2occc2)cccc1. The result is 0 (inactive).